From a dataset of Full USPTO retrosynthesis dataset with 1.9M reactions from patents (1976-2016). Predict the reactants needed to synthesize the given product. (1) The reactants are: [C:1]([C:3]1[CH:4]=[C:5]2[N:11]=[C:10]([C:12]([C:18]3[C:26]([CH2:27][CH3:28])=[CH:25][C:24]([CH3:29])=[C:23]4[C:19]=3[CH:20]=[CH:21][N:22]4C(OC(C)(C)C)=O)([OH:17])[C:13]([F:16])([F:15])[F:14])[NH:9][C:6]2=[N:7][CH:8]=1)#[N:2].C(=O)([O-])[O-].[K+].[K+]. Given the product [CH2:27]([C:26]1[C:18]([C:12]([C:10]2[NH:9][C:6]3=[N:7][CH:8]=[C:3]([C:1]#[N:2])[CH:4]=[C:5]3[N:11]=2)([OH:17])[C:13]([F:16])([F:14])[F:15])=[C:19]2[C:23](=[C:24]([CH3:29])[CH:25]=1)[NH:22][CH:21]=[CH:20]2)[CH3:28], predict the reactants needed to synthesize it. (2) Given the product [Cl:1][C:2]1[CH2:7][CH2:6][CH2:5][CH2:4][C:3]=1[CH:8]([OH:9])[CH3:10], predict the reactants needed to synthesize it. The reactants are: [Cl:1][C:2]1[CH2:7][CH2:6][CH2:5][CH2:4][C:3]=1[CH:8]=[O:9].[CH3:10][Mg]Br.CC(O)C. (3) Given the product [F:1][C:2]1[CH:24]=[CH:23][CH:22]=[CH:21][C:3]=1[O:4][C:5]1[C:18](=[O:19])[N:17]([CH3:20])[C:8]2[N:9]=[C:10]([NH:31][CH2:30][C:27]3[CH:28]=[CH:29][O:25][CH:26]=3)[N:11]=[CH:12][C:7]=2[CH:6]=1, predict the reactants needed to synthesize it. The reactants are: [F:1][C:2]1[CH:24]=[CH:23][CH:22]=[CH:21][C:3]=1[O:4][C:5]1[C:18](=[O:19])[N:17]([CH3:20])[C:8]2[N:9]=[C:10](S(C)(=O)=O)[N:11]=[CH:12][C:7]=2[CH:6]=1.[O:25]1[CH:29]=[CH:28][C:27]([CH2:30][NH2:31])=[CH:26]1. (4) Given the product [CH3:40][C:41]1[NH:42][C:43]2[C:44](=[O:55])[CH2:45][CH2:46][CH2:47][C:48]=2[C:49]=1[C:50]([OH:52])=[O:51], predict the reactants needed to synthesize it. The reactants are: N1C2CCCC(=O)C=2C=C1.C(OCC)(=O)CC(C)=O.P([O-])(O)(O)=O.[Na+].O=P12OP3(OP(OP(O3)(O1)=O)(=O)O2)=O.[CH3:40][C:41]1[NH:42][C:43]2[C:44](=[O:55])[CH2:45][CH2:46][CH2:47][C:48]=2[C:49]=1[C:50]([O:52]CC)=[O:51].